From a dataset of Reaction yield outcomes from USPTO patents with 853,638 reactions. Predict the reaction yield, written as a fraction of the theoretical maximum amount of product (1.0 means a 100% yield; for example, 0.34 means a 34% yield). The reactants are [F:1][C:2]1[CH:7]=[CH:6][C:5]([C:8]2[C:12]3[C:13](=[O:17])[NH:14][CH2:15][CH2:16][C:11]=3[NH:10][C:9]=2[CH:18]=O)=[CH:4][CH:3]=1.[CH3:20][O:21][CH2:22][C:23]([NH:25][C:26]1[CH:27]=[C:28]2[C:32](=[CH:33][CH:34]=1)[NH:31][C:30](=[O:35])[CH2:29]2)=[O:24]. No catalyst specified. The product is [F:1][C:2]1[CH:3]=[CH:4][C:5]([C:8]2[C:12]3[C:13](=[O:17])[NH:14][CH2:15][CH2:16][C:11]=3[NH:10][C:9]=2[CH:18]=[C:29]2[C:28]3[C:32](=[CH:33][CH:34]=[C:26]([NH:25][C:23](=[O:24])[CH2:22][O:21][CH3:20])[CH:27]=3)[NH:31][C:30]2=[O:35])=[CH:6][CH:7]=1. The yield is 0.687.